Dataset: CYP2D6 inhibition data for predicting drug metabolism from PubChem BioAssay. Task: Regression/Classification. Given a drug SMILES string, predict its absorption, distribution, metabolism, or excretion properties. Task type varies by dataset: regression for continuous measurements (e.g., permeability, clearance, half-life) or binary classification for categorical outcomes (e.g., BBB penetration, CYP inhibition). Dataset: cyp2d6_veith. (1) The drug is Cc1cc(Cl)ccc1Oc1ncnc2oc(-c3ccccc3)cc12. The result is 0 (non-inhibitor). (2) The compound is CC1=C(C(=O)Nc2ccccc2F)C(c2ccsc2)C2=C(CC(c3ccccc3)CC2=O)N1. The result is 0 (non-inhibitor). (3) The molecule is Cc1ccc(C(=O)/C=C2\NCC(C)NC2=O)cc1. The result is 0 (non-inhibitor). (4) The drug is C[C@@H](c1ccccc1)N1C(=O)[C@H]2CC[C@@H]3/C(=N\OC[C@@H](O)COCc4ccco4)C[C@@H](O)[C@@H](O)[C@@H]3[C@@H]2C1=O. The result is 0 (non-inhibitor). (5) The drug is CSc1nc(Cl)cc(N(CCO)CCO)n1. The result is 0 (non-inhibitor).